Predict which catalyst facilitates the given reaction. From a dataset of Catalyst prediction with 721,799 reactions and 888 catalyst types from USPTO. (1) Reactant: C([O:3][C:4](=[O:36])[CH2:5][NH:6][C:7]([C:9]1[C:10]([OH:35])=[C:11]([C:19]2[N:20](C(OC(C)(C)C)=O)[C:21]3[C:26]([CH:27]=2)=[CH:25][CH:24]=[CH:23][CH:22]=3)[CH:12]=[C:13]2[C:18]=1[N:17]=[CH:16][CH:15]=[N:14]2)=[O:8])C.[OH-].[Na+]. Product: [OH:35][C:10]1[C:9]([C:7]([NH:6][CH2:5][C:4]([OH:36])=[O:3])=[O:8])=[C:18]2[C:13](=[CH:12][C:11]=1[C:19]1[NH:20][C:21]3[C:26]([CH:27]=1)=[CH:25][CH:24]=[CH:23][CH:22]=3)[N:14]=[CH:15][CH:16]=[N:17]2. The catalyst class is: 8. (2) The catalyst class is: 5. Product: [ClH:32].[ClH:32].[CH:1]1([CH2:4][NH:5][C@@H:13]2[CH2:15][C@H:14]2[C:16]2[CH:21]=[C:20]([CH:19]=[CH:18][C:17]=2[CH3:31])[C:22]([NH:23][C:24]2[S:25][C:26]([CH3:29])=[N:27][N:28]=2)=[O:30])[CH2:3][CH2:2]1. Reactant: [CH:1]1([CH2:4][N:5]([C@@H:13]2[CH2:15][C@H:14]2[C:16]2[CH:21]=[C:20]([C:22](=[O:30])[NH:23][C:24]3[S:25][C:26]([CH3:29])=[N:27][N:28]=3)[CH:19]=[CH:18][C:17]=2[CH3:31])C(=O)OC(C)(C)C)[CH2:3][CH2:2]1.[ClH:32].CO. (3) Reactant: [Cl:1][C:2]1[CH:3]=[C:4]2[C:9]3=[C:10]([CH2:12][N:13](C(OCC4C=CC=CC=4)=O)[CH2:14][CH2:15][N:8]3[CH2:7][CH:6]3[CH2:26][CH2:27][CH2:28][CH2:29][CH2:30][CH:5]23)[CH:11]=1.FC(F)(F)S(O)(=O)=O.C1(OC)C=CC=CC=1.[OH-].[Na+]. Product: [ClH:1].[Cl:1][C:2]1[CH:3]=[C:4]2[C:9]3=[C:10]([CH2:12][NH:13][CH2:14][CH2:15][N:8]3[CH2:7][CH:6]3[CH2:26][CH2:27][CH2:28][CH2:29][CH2:30][CH:5]23)[CH:11]=1. The catalyst class is: 34. (4) Reactant: Cl.[NH2:2][CH:3]1[CH2:8][CH2:7][N:6]([CH2:9][C@@H:10]([C:12]2[C:13]([CH3:22])=[C:14]3[C:18](=[CH:19][CH:20]=2)[C:17](=[O:21])[O:16][CH2:15]3)[OH:11])[CH2:5][CH2:4]1.[C:23]([C:25]1[CH:26]=[CH:27][C:28](F)=[N:29][CH:30]=1)#[N:24].CCN(C(C)C)C(C)C. Product: [OH:11][C@H:10]([C:12]1[C:13]([CH3:22])=[C:14]2[C:18](=[CH:19][CH:20]=1)[C:17](=[O:21])[O:16][CH2:15]2)[CH2:9][N:6]1[CH2:7][CH2:8][CH:3]([NH:2][C:28]2[CH:27]=[CH:26][C:25]([C:23]#[N:24])=[CH:30][N:29]=2)[CH2:4][CH2:5]1. The catalyst class is: 60. (5) Reactant: [Cl:1][C:2]1[N:10]=[C:9]2[C:5]([N:6]=[CH:7][N:8]2[CH2:11][CH2:12][CH3:13])=[C:4](Cl)[N:3]=1.[C:15]1([C:21]2[CH:28]=[CH:27][C:24]([CH2:25][NH2:26])=[CH:23][CH:22]=2)[CH:20]=[CH:19][CH:18]=[CH:17][CH:16]=1.C(N(CC)CC)C. Product: [C:21]1([C:15]2[CH:16]=[CH:17][CH:18]=[CH:19][CH:20]=2)[CH:22]=[CH:23][C:24]([CH2:25][NH:26][C:4]2[N:3]=[C:2]([Cl:1])[N:10]=[C:9]3[C:5]=2[N:6]=[CH:7][N:8]3[CH2:11][CH2:12][CH3:13])=[CH:27][CH:28]=1. The catalyst class is: 51. (6) Reactant: [C:1]([O:5][C:6]([N:8]1[CH2:13][CH2:12][CH:11]([CH2:14][C:15](Br)=O)[CH2:10][CH2:9]1)=[O:7])([CH3:4])([CH3:3])[CH3:2].[NH2:18][C:19]1[CH:24]=[CH:23][CH:22]=[CH:21][N:20]=1. Product: [C:1]([O:5][C:6]([N:8]1[CH2:13][CH2:12][CH:11]([C:14]2[N:20]3[CH:21]=[CH:22][CH:23]=[CH:24][C:19]3=[N:18][CH:15]=2)[CH2:10][CH2:9]1)=[O:7])([CH3:4])([CH3:3])[CH3:2]. The catalyst class is: 8. (7) Reactant: [Cl:1][C:2]1[CH:7]=[CH:6][C:5]([CH:8]([C:10]2[N:11]([CH3:15])[N:12]=[CH:13][CH:14]=2)[OH:9])=[CH:4][CH:3]=1.O[CH:17]1[CH2:22][CH2:21][NH:20][CH2:19][CH2:18]1.O.C1(C)C=CC(S(O)(=O)=O)=CC=1. Product: [Cl:1][C:2]1[CH:3]=[CH:4][C:5]([CH:8]([C:10]2[N:11]([CH3:15])[N:12]=[CH:13][CH:14]=2)[O:9][CH:17]2[CH2:22][CH2:21][NH:20][CH2:19][CH2:18]2)=[CH:6][CH:7]=1. The catalyst class is: 11.